This data is from NCI-60 drug combinations with 297,098 pairs across 59 cell lines. The task is: Regression. Given two drug SMILES strings and cell line genomic features, predict the synergy score measuring deviation from expected non-interaction effect. (1) Drug 1: C1CN1P(=S)(N2CC2)N3CC3. Drug 2: CC12CCC3C(C1CCC2OP(=O)(O)O)CCC4=C3C=CC(=C4)OC(=O)N(CCCl)CCCl.[Na+]. Cell line: SR. Synergy scores: CSS=69.5, Synergy_ZIP=-0.473, Synergy_Bliss=0.785, Synergy_Loewe=-4.95, Synergy_HSA=4.32. (2) Drug 1: CS(=O)(=O)C1=CC(=C(C=C1)C(=O)NC2=CC(=C(C=C2)Cl)C3=CC=CC=N3)Cl. Drug 2: CN1C(=O)N2C=NC(=C2N=N1)C(=O)N. Cell line: HCC-2998. Synergy scores: CSS=-7.04, Synergy_ZIP=-0.0763, Synergy_Bliss=-2.78, Synergy_Loewe=-11.2, Synergy_HSA=-7.03. (3) Drug 1: C1=NC(=NC(=O)N1C2C(C(C(O2)CO)O)O)N. Drug 2: CN(CCCl)CCCl.Cl. Cell line: MDA-MB-231. Synergy scores: CSS=36.4, Synergy_ZIP=-4.21, Synergy_Bliss=0.0552, Synergy_Loewe=0.426, Synergy_HSA=2.15. (4) Drug 1: CC1=C(C=C(C=C1)NC2=NC=CC(=N2)N(C)C3=CC4=NN(C(=C4C=C3)C)C)S(=O)(=O)N.Cl. Drug 2: CC1C(C(=O)NC(C(=O)N2CCCC2C(=O)N(CC(=O)N(C(C(=O)O1)C(C)C)C)C)C(C)C)NC(=O)C3=C4C(=C(C=C3)C)OC5=C(C(=O)C(=C(C5=N4)C(=O)NC6C(OC(=O)C(N(C(=O)CN(C(=O)C7CCCN7C(=O)C(NC6=O)C(C)C)C)C)C(C)C)C)N)C. Cell line: SR. Synergy scores: CSS=82.6, Synergy_ZIP=41.1, Synergy_Bliss=38.4, Synergy_Loewe=-41.8, Synergy_HSA=41.6. (5) Drug 1: CC1=C2C(C(=O)C3(C(CC4C(C3C(C(C2(C)C)(CC1OC(=O)C(C(C5=CC=CC=C5)NC(=O)OC(C)(C)C)O)O)OC(=O)C6=CC=CC=C6)(CO4)OC(=O)C)OC)C)OC. Drug 2: C1CN(CCN1C(=O)CCBr)C(=O)CCBr. Cell line: NCI/ADR-RES. Synergy scores: CSS=14.4, Synergy_ZIP=-3.21, Synergy_Bliss=1.27, Synergy_Loewe=0.569, Synergy_HSA=2.11. (6) Drug 1: CN1CCC(CC1)COC2=C(C=C3C(=C2)N=CN=C3NC4=C(C=C(C=C4)Br)F)OC. Drug 2: CC1=C(C(CCC1)(C)C)C=CC(=CC=CC(=CC(=O)O)C)C. Cell line: SF-295. Synergy scores: CSS=-0.0605, Synergy_ZIP=-2.12, Synergy_Bliss=-5.57, Synergy_Loewe=-3.53, Synergy_HSA=-4.47.